From a dataset of Reaction yield outcomes from USPTO patents with 853,638 reactions. Predict the reaction yield, written as a fraction of the theoretical maximum amount of product (1.0 means a 100% yield; for example, 0.34 means a 34% yield). (1) The reactants are [NH2:1][C:2]1[C:6]([CH3:7])=[CH:5][S:4][C:3]=1[C:8]([O:10]C)=O.C(O)(=O)C.[O-:16][C:17]#[N:18].[K+].[OH-].[Na+].Cl. The catalyst is O. The yield is 0.840. The product is [CH3:7][C:6]1[C:2]2[NH:1][C:17](=[O:16])[NH:18][C:8](=[O:10])[C:3]=2[S:4][CH:5]=1. (2) The reactants are [CH3:1][O:2][C:3]1[CH:8]=[CH:7][C:6]([C@H:9]2[C:18]3[C:13](=[CH:14][C:15]([O:19][CH2:20][CH2:21][CH2:22]OS(C)(=O)=O)=[CH:16][CH:17]=3)[C@@H:12]3[CH2:28][CH2:29][CH2:30][N:11]3[CH2:10]2)=[CH:5][CH:4]=1.C([O-])([O-])=O.[Na+].[Na+].[NH:37]1[CH2:42][CH2:41][O:40][CH2:39][CH2:38]1.N. The catalyst is C(O)C.C(Cl)Cl.CO.C(Cl)Cl. The product is [CH3:1][O:2][C:3]1[CH:8]=[CH:7][C:6]([C@H:9]2[C:18]3[C:13](=[CH:14][C:15]([O:19][CH2:20][CH2:21][CH2:22][N:37]4[CH2:42][CH2:41][O:40][CH2:39][CH2:38]4)=[CH:16][CH:17]=3)[C@@H:12]3[CH2:28][CH2:29][CH2:30][N:11]3[CH2:10]2)=[CH:5][CH:4]=1. The yield is 0.680. (3) The reactants are [CH3:1][O:2][C:3]1[CH:12]=[CH:11][CH:10]=[C:9]2[C:4]=1[CH:5]=[CH:6][C:7]([NH:13][C:14]1[S:15][C:16]([NH:24][C:25]([C:27]3[CH:31]=[CH:30][S:29][CH:28]=3)=[O:26])=[C:17]([C:19]([O:21]CC)=O)[N:18]=1)=[CH:8]2.[NH3:32].CO. The catalyst is C1COCC1. The product is [CH3:1][O:2][C:3]1[CH:12]=[CH:11][CH:10]=[C:9]2[C:4]=1[CH:5]=[CH:6][C:7]([NH:13][C:14]1[S:15][C:16]([NH:24][C:25]([C:27]3[CH:31]=[CH:30][S:29][CH:28]=3)=[O:26])=[C:17]([C:19]([NH2:32])=[O:21])[N:18]=1)=[CH:8]2. The yield is 0.920.